This data is from Merck oncology drug combination screen with 23,052 pairs across 39 cell lines. The task is: Regression. Given two drug SMILES strings and cell line genomic features, predict the synergy score measuring deviation from expected non-interaction effect. (1) Drug 1: CN(C)C(=N)N=C(N)N. Drug 2: CCN(CC)CCNC(=O)c1c(C)[nH]c(C=C2C(=O)Nc3ccc(F)cc32)c1C. Cell line: UWB1289BRCA1. Synergy scores: synergy=2.91. (2) Drug 1: CN1C(=O)C=CC2(C)C3CCC4(C)C(NC(=O)OCC(F)(F)F)CCC4C3CCC12. Drug 2: N.N.O=C(O)C1(C(=O)O)CCC1.[Pt]. Cell line: RKO. Synergy scores: synergy=25.9. (3) Synergy scores: synergy=1.41. Drug 1: CN1C(=O)C=CC2(C)C3CCC4(C)C(NC(=O)OCC(F)(F)F)CCC4C3CCC12. Cell line: RPMI7951. Drug 2: CC(=O)OC1C(=O)C2(C)C(O)CC3OCC3(OC(C)=O)C2C(OC(=O)c2ccccc2)C2(O)CC(OC(=O)C(O)C(NC(=O)c3ccccc3)c3ccccc3)C(C)=C1C2(C)C. (4) Drug 1: O=C(O)C1(Cc2cccc(Nc3nccs3)n2)CCC(Oc2cccc(Cl)c2F)CC1. Drug 2: NC1CCCCC1N.O=C(O)C(=O)O.[Pt+2]. Cell line: SKOV3. Synergy scores: synergy=3.69. (5) Drug 1: CC1CC2C3CCC4=CC(=O)C=CC4(C)C3(F)C(O)CC2(C)C1(O)C(=O)CO. Drug 2: C#Cc1cccc(Nc2ncnc3cc(OCCOC)c(OCCOC)cc23)c1. Cell line: OCUBM. Synergy scores: synergy=8.01. (6) Drug 1: O=S1(=O)NC2(CN1CC(F)(F)F)C1CCC2Cc2cc(C=CCN3CCC(C(F)(F)F)CC3)ccc2C1. Drug 2: COC1CC2CCC(C)C(O)(O2)C(=O)C(=O)N2CCCCC2C(=O)OC(C(C)CC2CCC(OP(C)(C)=O)C(OC)C2)CC(=O)C(C)C=C(C)C(O)C(OC)C(=O)C(C)CC(C)C=CC=CC=C1C. Cell line: SW620. Synergy scores: synergy=4.38. (7) Drug 1: O=C(CCCCCCC(=O)Nc1ccccc1)NO. Drug 2: O=C(O)C1(Cc2cccc(Nc3nccs3)n2)CCC(Oc2cccc(Cl)c2F)CC1. Cell line: KPL1. Synergy scores: synergy=3.16. (8) Drug 1: COC12C(COC(N)=O)C3=C(C(=O)C(C)=C(N)C3=O)N1CC1NC12. Drug 2: O=C(O)C1(Cc2cccc(Nc3nccs3)n2)CCC(Oc2cccc(Cl)c2F)CC1. Cell line: EFM192B. Synergy scores: synergy=-22.4.